From a dataset of Full USPTO retrosynthesis dataset with 1.9M reactions from patents (1976-2016). Predict the reactants needed to synthesize the given product. (1) Given the product [Cl:36][C:35]1[CH:34]=[CH:33][C:32]([OH:37])=[CH:31][C:30]=1[NH:29][C:26]([C:19]1[C:20]([C:22]([F:25])([F:24])[F:23])=[N:21][C:16]([NH:15][C:12]2[CH:13]=[CH:14][C:9]([O:8][CH2:7][CH2:6][N:1]3[CH2:5][CH2:4][CH2:3][CH2:2]3)=[CH:10][CH:11]=2)=[N:17][CH:18]=1)=[O:27], predict the reactants needed to synthesize it. The reactants are: [N:1]1([CH2:6][CH2:7][O:8][C:9]2[CH:14]=[CH:13][C:12]([NH:15][C:16]3[N:21]=[C:20]([C:22]([F:25])([F:24])[F:23])[C:19]([C:26](Cl)=[O:27])=[CH:18][N:17]=3)=[CH:11][CH:10]=2)[CH2:5][CH2:4][CH2:3][CH2:2]1.[NH2:29][C:30]1[CH:31]=[C:32]([OH:37])[CH:33]=[CH:34][C:35]=1[Cl:36]. (2) Given the product [OH:21][C@H:22]1[CH2:26][CH2:25][N:24]([C:2]2[CH:20]=[CH:19][C:5]3[N:6]=[C:7]([CH:9]4[CH2:12][CH:11]([N:13]5[CH2:18][CH2:17][CH2:16][CH2:15][CH2:14]5)[CH2:10]4)[S:8][C:4]=3[CH:3]=2)[C:23]1=[O:27], predict the reactants needed to synthesize it. The reactants are: Br[C:2]1[CH:20]=[CH:19][C:5]2[N:6]=[C:7]([C@H:9]3[CH2:12][C@H:11]([N:13]4[CH2:18][CH2:17][CH2:16][CH2:15][CH2:14]4)[CH2:10]3)[S:8][C:4]=2[CH:3]=1.[OH:21][C@H:22]1[CH2:26][CH2:25][NH:24][C:23]1=[O:27].CC1(C)C2C(=C(P(C3C=CC=CC=3)C3C=CC=CC=3)C=CC=2)OC2C(P(C3C=CC=CC=3)C3C=CC=CC=3)=CC=CC1=2.C([O-])([O-])=O.[Cs+].[Cs+].[Al]. (3) The reactants are: [CH3:1][C:2]1[N:7]=[CH:6][C:5]([C:8]2[N:9]=[C:10]3[CH2:24][CH2:23][CH2:22][N:21]([CH2:25][CH2:26][CH2:27][CH2:28][CH2:29][CH2:30][C:31]([O:33][CH2:34][CH3:35])=[O:32])[C:11]3=[N:12][C:13]=2[C:14]2[CH:15]=N[C:17]([CH3:20])=[CH:18][CH:19]=2)=[CH:4][CH:3]=1.B(O)(O)[C:37]1C=CC(C)=CC=1.C(=O)([O-])[O-].[Na+].[Na+].N#N. Given the product [CH3:1][C:2]1[N:7]=[CH:6][C:5]([C:8]2[N:9]=[C:10]3[CH2:24][CH2:23][CH2:22][N:21]([CH2:25][CH2:26][CH2:27][CH2:28][CH2:29][CH2:30][C:31]([O:33][CH2:34][CH3:35])=[O:32])[C:11]3=[N:12][C:13]=2[C:14]2[CH:19]=[CH:18][C:17]([CH3:37])=[CH:20][CH:15]=2)=[CH:4][CH:3]=1, predict the reactants needed to synthesize it.